Dataset: Full USPTO retrosynthesis dataset with 1.9M reactions from patents (1976-2016). Task: Predict the reactants needed to synthesize the given product. (1) Given the product [Br:1][C:2]1[CH:3]=[C:4]2[C:16]([NH2:17])=[N:23][C:21]([C:20]([CH3:25])([CH3:24])[CH3:19])=[N:22][CH:5]2[NH:6][C:7]=1[C:8]1[CH:13]=[CH:12][CH:11]=[CH:10][C:9]=1[Cl:14], predict the reactants needed to synthesize it. The reactants are: [Br:1][C:2]1[CH:3]=[C:4]([C:16]#[N:17])[CH:5](Cl)[NH:6][C:7]=1[C:8]1[CH:13]=[CH:12][CH:11]=[CH:10][C:9]=1[Cl:14].Cl.[CH3:19][C:20]([CH3:25])([CH3:24])[C:21](=[NH:23])[NH2:22].C1CCN2C(=NCCC2)CC1. (2) The reactants are: S(Cl)([Cl:3])=O.[C:5]([O:8][C:9]1[CH:10]=[C:11]([CH:15]=[CH:16][CH:17]=1)[C:12](O)=[O:13])(=[O:7])[CH3:6]. Given the product [C:5]([O:8][C:9]1[CH:17]=[CH:16][CH:15]=[C:11]([C:12]([Cl:3])=[O:13])[CH:10]=1)(=[O:7])[CH3:6], predict the reactants needed to synthesize it. (3) Given the product [CH2:16]([NH3+:24])[CH2:17][CH2:18][CH2:19][CH2:20][CH2:21][CH2:22][CH3:23].[O-:3][C:2]([CH:4]([C:6]1[CH:7]=[CH:8][C:9]([CH2:10][CH:11]([CH3:12])[CH3:13])=[CH:14][CH:15]=1)[CH3:5])=[O:1], predict the reactants needed to synthesize it. The reactants are: [OH:1][C:2]([CH:4]([C:6]1[CH:15]=[CH:14][C:9]([CH2:10][CH:11]([CH3:13])[CH3:12])=[CH:8][CH:7]=1)[CH3:5])=[O:3].[CH2:16]([NH2:24])[CH2:17][CH2:18][CH2:19][CH2:20][CH2:21][CH2:22][CH3:23].